Dataset: NCI-60 drug combinations with 297,098 pairs across 59 cell lines. Task: Regression. Given two drug SMILES strings and cell line genomic features, predict the synergy score measuring deviation from expected non-interaction effect. (1) Drug 1: CC12CCC3C(C1CCC2O)C(CC4=C3C=CC(=C4)O)CCCCCCCCCS(=O)CCCC(C(F)(F)F)(F)F. Drug 2: COC1=C2C(=CC3=C1OC=C3)C=CC(=O)O2. Cell line: RXF 393. Synergy scores: CSS=-2.23, Synergy_ZIP=1.27, Synergy_Bliss=0.0571, Synergy_Loewe=-2.43, Synergy_HSA=-2.00. (2) Drug 1: C1=NC2=C(N=C(N=C2N1C3C(C(C(O3)CO)O)O)F)N. Drug 2: CCC1(CC2CC(C3=C(CCN(C2)C1)C4=CC=CC=C4N3)(C5=C(C=C6C(=C5)C78CCN9C7C(C=CC9)(C(C(C8N6C)(C(=O)OC)O)OC(=O)C)CC)OC)C(=O)OC)O.OS(=O)(=O)O. Cell line: KM12. Synergy scores: CSS=-3.17, Synergy_ZIP=1.05, Synergy_Bliss=-2.13, Synergy_Loewe=-7.35, Synergy_HSA=-6.24.